This data is from Peptide-MHC class II binding affinity with 134,281 pairs from IEDB. The task is: Regression. Given a peptide amino acid sequence and an MHC pseudo amino acid sequence, predict their binding affinity value. This is MHC class II binding data. (1) The peptide sequence is LVGPFNFRFMSKGGMRNVFDEVIPT. The MHC is HLA-DQA10401-DQB10402 with pseudo-sequence HLA-DQA10401-DQB10402. The binding affinity (normalized) is 0.148. (2) The peptide sequence is SYLIRALTLNTMTKD. The MHC is DRB4_0101 with pseudo-sequence DRB4_0103. The binding affinity (normalized) is 0.898. (3) The peptide sequence is DEVLIEVNPPFGDSY. The MHC is DRB1_0301 with pseudo-sequence DRB1_0301. The binding affinity (normalized) is 0.521. (4) The peptide sequence is IVYIKPAKNIYSFNE. The MHC is DRB1_1602 with pseudo-sequence DRB1_1602. The binding affinity (normalized) is 0.646. (5) The peptide sequence is LPISPLSNSLLRHHNMVYAT. The MHC is DRB1_0101 with pseudo-sequence DRB1_0101. The binding affinity (normalized) is 0.890. (6) The peptide sequence is GKANRGKMDVSGVQA. The MHC is DRB1_0901 with pseudo-sequence DRB1_0901. The binding affinity (normalized) is 0. (7) The peptide sequence is RNEFPLLTTKRVFWR. The MHC is DRB5_0101 with pseudo-sequence DRB5_0101. The binding affinity (normalized) is 0.788.